Dataset: Forward reaction prediction with 1.9M reactions from USPTO patents (1976-2016). Task: Predict the product of the given reaction. (1) The product is: [CH3:1][NH:2][CH2:3][CH2:4][C@H:5]([O:11][C:12]1[CH:13]=[CH:14][CH:15]=[C:16]2[CH:21]=[CH:20][CH:19]=[CH:18][C:17]=12)[C:6]1[S:10][CH:9]=[CH:8][CH:7]=1.[ClH:22]. Given the reactants [CH3:1][NH:2][CH2:3][CH2:4][C@H:5]([O:11][C:12]1[CH:13]=[CH:14][CH:15]=[C:16]2[CH:21]=[CH:20][CH:19]=[CH:18][C:17]=12)[C:6]1[S:10][CH:9]=[CH:8][CH:7]=1.[ClH:22].C(C(C)=O)C, predict the reaction product. (2) Given the reactants P([O-])([O-])([O-])=O.[Na+].[Na+].[Na+].[Na+].[Cl-].[CH:11]1[C:16](N=C=S)=[CH:15][C:14]2[C:20]([O:22][C:23]3([C:33]4[CH:34]=[CH:35][C:36]([OH:38])=[CH:37][C:32]=4[O:31][C:25]4[CH:26]=[C:27]([OH:30])[CH:28]=[CH:29][C:24]3=4)[C:13]=2[CH:12]=1)=[O:21], predict the reaction product. The product is: [CH:11]1[CH:16]=[CH:15][C:14]([C:20]([OH:22])=[O:21])=[C:13]([C:23]2[C:24]3[CH:29]=[CH:28][C:27]([OH:30])=[CH:26][C:25]=3[O:31][C:32]3[C:33]=2[CH:34]=[CH:35][C:36]([CH:37]=3)=[O:38])[CH:12]=1. (3) Given the reactants [NH:1]1[C:5]2[CH:6]=[CH:7][CH:8]=[CH:9][C:4]=2[N:3]=[C:2]1[C:10]([OH:12])=O.[CH3:13][N:14]1[CH2:21][C@@H:20]2[C@@H:16]([CH2:17][NH:18][CH2:19]2)[CH2:15]1.C(N(CC)CC)C, predict the reaction product. The product is: [NH3:1].[CH3:13][N:14]1[CH2:21][C@@H:20]2[CH2:19][N:18]([C:10]([C:2]3[NH:1][C:5]4[CH:6]=[CH:7][CH:8]=[CH:9][C:4]=4[N:3]=3)=[O:12])[CH2:17][C@@H:16]2[CH2:15]1. (4) Given the reactants [CH3:1][O:2][C:3]1[CH:8]=[CH:7][C:6]([O:9][CH3:10])=[CH:5][C:4]=1[CH2:11][C:12]([NH:14][C:15]1[CH:56]=[CH:55][C:18]([C:19]([N:21]([CH2:47][C:48]([O:50]C(C)(C)C)=[O:49])[CH2:22][C:23]2[CH:28]=[CH:27][C:26]([C:29]3[O:33][N:32]=[C:31]([C:34]4[CH:39]=[CH:38][C:37]([C:40]5[CH:45]=[CH:44][C:43]([CH3:46])=[CH:42][CH:41]=5)=[CH:36][CH:35]=4)[N:30]=3)=[CH:25][CH:24]=2)=[O:20])=[CH:17][CH:16]=1)=[O:13].CO.[Li+].[OH-], predict the reaction product. The product is: [CH3:1][O:2][C:3]1[CH:8]=[CH:7][C:6]([O:9][CH3:10])=[CH:5][C:4]=1[CH2:11][C:12]([NH:14][C:15]1[CH:56]=[CH:55][C:18]([C:19]([N:21]([CH2:47][C:48]([OH:50])=[O:49])[CH2:22][C:23]2[CH:28]=[CH:27][C:26]([C:29]3[O:33][N:32]=[C:31]([C:34]4[CH:39]=[CH:38][C:37]([C:40]5[CH:41]=[CH:42][C:43]([CH3:46])=[CH:44][CH:45]=5)=[CH:36][CH:35]=4)[N:30]=3)=[CH:25][CH:24]=2)=[O:20])=[CH:17][CH:16]=1)=[O:13]. (5) Given the reactants [Cl:1][C:2]1[CH:3]=[CH:4][CH:5]=[C:6]2[C:11]=1[NH:10][C:9](=[O:12])[N:8]([CH2:13][C:14]1[CH:19]=[CH:18][CH:17]=[C:16]([C:20](O)=[O:21])[CH:15]=1)[C:7]2=[O:23].ClC1C=CC=C2C=1NC(=O)N(CC1C=CC=C(C(OC)=O)C=1)C2=O.[OH-].[Na+].C(C1C=C(C=CC=1)CN1C2C(=CC=CC=2)C(=O)NC1=O)(O)=O.[N:72]1([C:78]2[N:83]=[CH:82][CH:81]=[CH:80][N:79]=2)[CH2:77][CH2:76][NH:75][CH2:74][CH2:73]1, predict the reaction product. The product is: [Cl:1][C:2]1[CH:3]=[CH:4][CH:5]=[C:6]2[C:11]=1[NH:10][C:9](=[O:12])[N:8]([CH2:13][C:14]1[CH:19]=[CH:18][CH:17]=[C:16]([C:20]([N:75]3[CH2:76][CH2:77][N:72]([C:78]4[N:79]=[CH:80][CH:81]=[CH:82][N:83]=4)[CH2:73][CH2:74]3)=[O:21])[CH:15]=1)[C:7]2=[O:23].